This data is from Catalyst prediction with 721,799 reactions and 888 catalyst types from USPTO. The task is: Predict which catalyst facilitates the given reaction. (1) Reactant: Br[C:2]1[CH:3]=[C:4]2[C:9](=[CH:10][CH:11]=1)[N:8]=[CH:7][C:6]([C:12]([CH:14]1[CH2:16][CH2:15]1)=[O:13])=[C:5]2[NH:17][C:18]1[CH:19]=[N:20][C:21]([NH:24][CH2:25][CH2:26][N:27]([CH3:29])[CH3:28])=[CH:22][CH:23]=1.[Cl:30][C:31]1[CH:36]=[C:35](B2OC(C)(C)C(C)(C)O2)[CH:34]=[C:33]([F:46])[C:32]=1[OH:47].C([O-])([O-])=O.[Cs+].[Cs+].[ClH:54]. Product: [ClH:30].[ClH:54].[ClH:30].[Cl:30][C:31]1[CH:36]=[C:35]([C:2]2[CH:3]=[C:4]3[C:9](=[CH:10][CH:11]=2)[N:8]=[CH:7][C:6]([C:12]([CH:14]2[CH2:16][CH2:15]2)=[O:13])=[C:5]3[NH:17][C:18]2[CH:19]=[N:20][C:21]([NH:24][CH2:25][CH2:26][N:27]([CH3:28])[CH3:29])=[CH:22][CH:23]=2)[CH:34]=[C:33]([F:46])[C:32]=1[OH:47]. The catalyst class is: 75. (2) Reactant: [CH3:1][C:2]1[NH:6][N:5]=[C:4]([NH2:7])[CH:3]=1.[I-].[K+].[F:10][C:11]1[CH:48]=[CH:47][C:14]([C:15]([C:17]2[N:26]=[C:25](C3C(C(C)C)=C(S([O-])(=O)=O)C(C(C)C)=CC=3C(C)C)[C:24]3[C:19](=[CH:20][C:21]([CH3:46])=[CH:22][CH:23]=3)[N:18]=2)=[O:16])=[CH:13][CH:12]=1.O. Product: [F:10][C:11]1[CH:12]=[CH:13][C:14]([C:15]([C:17]2[N:26]=[C:25]([NH:7][C:4]3[CH:3]=[C:2]([CH3:1])[NH:6][N:5]=3)[C:24]3[C:19](=[CH:20][C:21]([CH3:46])=[CH:22][CH:23]=3)[N:18]=2)=[O:16])=[CH:47][CH:48]=1. The catalyst class is: 44. (3) Reactant: [CH2:1]([CH:4]1[CH2:9][CH2:8][CH:7]([C:10]2[CH:15]=[CH:14][C:13](B(O)O)=[CH:12][CH:11]=2)[CH2:6][CH2:5]1)[CH2:2][CH3:3].[F:19][C:20]1[CH:25]=[C:24](Br)[CH:23]=[CH:22][C:21]=1[OH:27].C(=O)([O-])[O-].[K+].[K+].C(O)(C)C. Product: [F:19][C:20]1[CH:25]=[C:24]([C:13]2[CH:12]=[CH:11][C:10]([CH:7]3[CH2:8][CH2:9][CH:4]([CH2:1][CH2:2][CH3:3])[CH2:5][CH2:6]3)=[CH:15][CH:14]=2)[CH:23]=[CH:22][C:21]=1[OH:27]. The catalyst class is: 6. (4) Reactant: [NH2:1][C:2]1[C:7]([CH:8]=O)=[CH:6][C:5]([Br:10])=[CH:4][N:3]=1.[C:11](OCC)(=[O:18])[CH2:12][C:13]([O:15][CH2:16][CH3:17])=[O:14].N1CCCCC1. Product: [CH2:16]([O:15][C:13]([C:12]1[C:11](=[O:18])[NH:1][C:2]2[C:7]([CH:8]=1)=[CH:6][C:5]([Br:10])=[CH:4][N:3]=2)=[O:14])[CH3:17]. The catalyst class is: 14. (5) Reactant: [CH2:1]([O:8][C:9](=[O:20])[NH:10][C@H:11]1[CH2:16][CH2:15][C@@H:14]([O:17][CH3:18])[C@H:13]([NH2:19])[CH2:12]1)[C:2]1[CH:7]=[CH:6][CH:5]=[CH:4][CH:3]=1.[CH3:21][C:22]([O:25][C:26](O[C:26]([O:25][C:22]([CH3:24])([CH3:23])[CH3:21])=[O:27])=[O:27])([CH3:24])[CH3:23]. Product: [CH2:1]([O:8][C:9](=[O:20])[NH:10][C@H:11]1[CH2:16][CH2:15][C@@H:14]([O:17][CH3:18])[C@H:13]([NH:19][C:26]([O:25][C:22]([CH3:24])([CH3:23])[CH3:21])=[O:27])[CH2:12]1)[C:2]1[CH:7]=[CH:6][CH:5]=[CH:4][CH:3]=1. The catalyst class is: 2. (6) Reactant: [F:1][C:2]1[CH:7]=[CH:6][C:5]([F:8])=[CH:4][C:3]=1[C:9]1[N:10]([CH2:20][C:21]2[N:26]=[C:25]([C:27](=[N:29][OH:30])[NH2:28])[CH:24]=[CH:23][CH:22]=2)[C:11]2[C:16]([CH:17]=1)=[CH:15][C:14]([O:18][CH3:19])=[CH:13][CH:12]=2.[C:31](N1C=CN=C1)(N1C=CN=C1)=[S:32].N12CCCN=C1CCCCC2.Cl. Product: [F:1][C:2]1[CH:7]=[CH:6][C:5]([F:8])=[CH:4][C:3]=1[C:9]1[N:10]([CH2:20][C:21]2[N:26]=[C:25]([C:27]3[NH:28][C:31](=[S:32])[O:30][N:29]=3)[CH:24]=[CH:23][CH:22]=2)[C:11]2[C:16]([CH:17]=1)=[CH:15][C:14]([O:18][CH3:19])=[CH:13][CH:12]=2. The catalyst class is: 10.